Dataset: Forward reaction prediction with 1.9M reactions from USPTO patents (1976-2016). Task: Predict the product of the given reaction. Given the reactants [OH-].[Li+].[F:3][C:4]1[CH:40]=[C:39]([F:41])[CH:38]=[CH:37][C:5]=1[CH2:6][N:7]([CH2:30][CH2:31][CH2:32][CH2:33][CH2:34][CH2:35][CH3:36])[C:8](=[O:29])[CH2:9][CH2:10][C:11]1[CH:28]=[CH:27][C:14]([O:15][CH2:16][C:17]2[CH:26]=[CH:25][CH:24]=[CH:23][C:18]=2[C:19]([O:21]C)=[O:20])=[CH:13][CH:12]=1, predict the reaction product. The product is: [F:3][C:4]1[CH:40]=[C:39]([F:41])[CH:38]=[CH:37][C:5]=1[CH2:6][N:7]([CH2:30][CH2:31][CH2:32][CH2:33][CH2:34][CH2:35][CH3:36])[C:8](=[O:29])[CH2:9][CH2:10][C:11]1[CH:28]=[CH:27][C:14]([O:15][CH2:16][C:17]2[CH:26]=[CH:25][CH:24]=[CH:23][C:18]=2[C:19]([OH:21])=[O:20])=[CH:13][CH:12]=1.